Dataset: Forward reaction prediction with 1.9M reactions from USPTO patents (1976-2016). Task: Predict the product of the given reaction. (1) Given the reactants ClCCC[N:5]1[C:13]2[C:8](=[CH:9][C:10](CC([N+]([O-])=O)C)=[CH:11][C:12]=2C=O)[CH2:7][CH2:6]1.Cl.NO.C(N(CC)CC)C, predict the reaction product. The product is: [NH:5]1[C:13]2[C:8](=[CH:9][CH:10]=[CH:11][CH:12]=2)[CH2:7][CH2:6]1. (2) Given the reactants Br[C:2]1[CH:7]=[CH:6][C:5]([CH2:8][C:9]([CH3:14])([CH3:13])[CH2:10][CH2:11][CH3:12])=[CH:4][CH:3]=1.BrC1C=CC(C(C)(C)CCCC)=CC=1.C([Li])CCC.CCCCCC.CN(C)[CH:42]=[O:43], predict the reaction product. The product is: [CH3:13][C:9]([CH3:14])([CH2:10][CH2:11][CH3:12])[CH2:8][C:5]1[CH:6]=[CH:7][C:2]([CH:42]=[O:43])=[CH:3][CH:4]=1. (3) The product is: [OH:1][C:2]1[CH:7]=[CH:6][CH:5]=[CH:4][C:3]=1[C:8]1[N:13]=[C:12]([C:11]2[CH:15]=[CH:16][CH:17]=[CH:18][C:10]=2[OH:9])[N:20]([CH2:22][C:23]2[CH:28]=[CH:27][N:26]=[CH:25][CH:24]=2)[N:21]=1. Given the reactants [OH:1][C:2]1[CH:7]=[CH:6][CH:5]=[CH:4][C:3]=1[C:8]1[O:9][C:10]2[CH:18]=[CH:17][CH:16]=[CH:15][C:11]=2[C:12](=O)[N:13]=1.Cl.[NH:20]([CH2:22][C:23]1[CH:28]=[CH:27][N:26]=[CH:25][CH:24]=1)[NH2:21].C(N(CC)CC)C, predict the reaction product. (4) Given the reactants [Cl:1][C:2]1[CH:3]=[C:4]([CH:8]=[C:9]([N+:11]([O-:13])=[O:12])[CH:10]=1)[C:5]([OH:7])=O.Cl.[NH2:15][CH2:16][C:17]1[CH:24]=[CH:23][C:20]([C:21]#[N:22])=[CH:19][C:18]=1[OH:25], predict the reaction product. The product is: [Cl:1][C:2]1[CH:3]=[C:4]([CH:8]=[C:9]([N+:11]([O-:13])=[O:12])[CH:10]=1)[C:5]([NH:15][CH2:16][C:17]1[CH:24]=[CH:23][C:20]([C:21]#[N:22])=[CH:19][C:18]=1[OH:25])=[O:7]. (5) Given the reactants [Si]([O:8][CH2:9][C@@H:10]([NH:13][C:14]([C:16]1[N:17]=[C:18]([N:21]2[CH2:24][CH:23]([S:25][C:26]3[C@H:27]([CH3:50])[C@@H:28]4[C@@H:45]([C@H:46]([OH:48])[CH3:47])[C:44](=[O:49])[N:29]4[C:30]=3[C:31]([O:33][CH2:34][C:35]3[CH:40]=[CH:39][C:38]([N+:41]([O-:43])=[O:42])=[CH:37][CH:36]=3)=[O:32])[CH2:22]2)[S:19][CH:20]=1)=[O:15])[CH2:11][CH3:12])(C(C)(C)C)(C)C.C(O)(=O)C.[F-].C([N+](CCCC)(CCCC)CCCC)CCC, predict the reaction product. The product is: [OH:8][CH2:9][C@@H:10]([NH:13][C:14]([C:16]1[N:17]=[C:18]([N:21]2[CH2:24][CH:23]([S:25][C:26]3[C@H:27]([CH3:50])[C@@H:28]4[C@@H:45]([C@H:46]([OH:48])[CH3:47])[C:44](=[O:49])[N:29]4[C:30]=3[C:31]([O:33][CH2:34][C:35]3[CH:36]=[CH:37][C:38]([N+:41]([O-:43])=[O:42])=[CH:39][CH:40]=3)=[O:32])[CH2:22]2)[S:19][CH:20]=1)=[O:15])[CH2:11][CH3:12]. (6) The product is: [C:1]([O:5][C:6](=[O:27])[NH:7][C:8]1[CH2:9][O:10][CH2:11][CH2:12][C:13]([C:19]2[CH:24]=[C:23]([NH:25][C:36]([C:33]3[CH:32]=[CH:31][C:30]([C:28]#[N:29])=[CH:35][N:34]=3)=[O:37])[CH:22]=[CH:21][C:20]=2[F:26])([C:15]([F:16])([F:18])[F:17])[N:14]=1)([CH3:4])([CH3:2])[CH3:3]. Given the reactants [C:1]([O:5][C:6](=[O:27])[NH:7][C:8]1[CH2:9][O:10][CH2:11][CH2:12][C:13]([C:19]2[CH:24]=[C:23]([NH2:25])[CH:22]=[CH:21][C:20]=2[F:26])([C:15]([F:18])([F:17])[F:16])[N:14]=1)([CH3:4])([CH3:3])[CH3:2].[C:28]([C:30]1[CH:31]=[CH:32][C:33]([C:36](O)=[O:37])=[N:34][CH:35]=1)#[N:29].C1C=NC2N(O)N=NC=2C=1.C(Cl)CCl.CCN(C(C)C)C(C)C, predict the reaction product. (7) Given the reactants Br[C:2]1[N:3]=[C:4]([NH2:12])[CH:5]=[C:6]2[C:11]=1[N:10]=[CH:9][CH:8]=[CH:7]2.C([O-])([O-])=O.[K+].[K+].C1(P(C2C=CC=CC=2)C2C=CC=CC=2)C=CC=CC=1.[F:38][C:39]1[CH:40]=[CH:41][C:42]([O:48][CH3:49])=[C:43](B(O)O)[CH:44]=1, predict the reaction product. The product is: [F:38][C:39]1[CH:44]=[CH:43][C:42]([O:48][CH3:49])=[C:41]([C:2]2[N:3]=[C:4]([NH2:12])[CH:5]=[C:6]3[C:11]=2[N:10]=[CH:9][CH:8]=[CH:7]3)[CH:40]=1. (8) Given the reactants [OH:1][C:2]1[CH:11]=[C:10]([CH3:12])[CH:9]=[C:8]([OH:13])[C:3]=1[C:4]([O:6][CH3:7])=[O:5].OCCC[CH2:18][CH2:19][NH:20][C@H:21]([C:63]([NH:65]C(OC(C)(C)C)=O)=[O:64])[CH2:22][C:23]1[C:32]2[C:27](=[CH:28][CH:29]=[CH:30][CH:31]=2)[C:26]([N:33]([C:41]2[CH:46]=[CH:45][CH:44]=[CH:43][C:42]=2[C:47]([O:49]C(C2C=CC=CC=2)C2C=CC=CC=2)=[O:48])[C:34](=[O:40])[C:35]([O:37]CC)=[O:36])=[CH:25][CH:24]=1.[C:73]1(P([C:75]2[CH:76]=[CH:77]C=[CH:73][CH:74]=2)[C:75]2[CH:76]=[CH:77]C=[CH:73][CH:74]=2)C=[CH:77][CH:76]=[CH:75][CH:74]=1.CC[O:94]C(/N=N/C(OCC)=O)=O, predict the reaction product. The product is: [C:19]([NH:20][C@H:21]([C:63]([NH:65][CH2:73][CH2:74][CH2:75][CH2:76][CH2:77][O:1][C:2]1[CH:11]=[C:10]([CH3:12])[CH:9]=[C:8]([OH:13])[C:3]=1[C:4]([O:6][CH3:7])=[O:5])=[O:64])[CH2:22][C:23]1[C:32]2[C:31](=[CH:30][CH:29]=[CH:28][CH:27]=2)[C:26]([N:33]([C:34]([C:35]([OH:37])=[O:36])=[O:40])[C:41]2[CH:46]=[CH:45][CH:44]=[CH:43][C:42]=2[C:47]([OH:49])=[O:48])=[CH:25][CH:24]=1)(=[O:94])[CH3:18]. (9) Given the reactants [NH2:1][C:2]1[CH:3]=[C:4]([CH:8]=[C:9]([C:11]([CH3:15])=[C:12]([CH3:14])[CH3:13])[CH:10]=1)[C:5]([OH:7])=[O:6], predict the reaction product. The product is: [NH2:1][C:2]1[CH:3]=[C:4]([CH:8]=[C:9]([CH:11]([CH3:15])[CH:12]([CH3:14])[CH3:13])[CH:10]=1)[C:5]([OH:7])=[O:6].